Predict the product of the given reaction. From a dataset of Forward reaction prediction with 1.9M reactions from USPTO patents (1976-2016). (1) Given the reactants C([Li])CCC.C(OP([CH2:14][C:15]([OH:17])=[O:16])(OCC)=O)C.[C:18]1([CH:24]=[CH:25][CH:26]=[CH:27][CH:28]=O)[CH:23]=[CH:22][CH:21]=[CH:20][CH:19]=1.Cl, predict the reaction product. The product is: [C:18]1([CH:24]=[CH:25][CH:26]=[CH:27][CH:28]=[CH:14][C:15]([OH:17])=[O:16])[CH:23]=[CH:22][CH:21]=[CH:20][CH:19]=1. (2) Given the reactants Br[C:2]1[C:6]([C:7]2[CH:12]=[CH:11][CH:10]=[C:9]([Cl:13])[CH:8]=2)=[N:5][NH:4][C:3]=1[NH2:14].[C:15]([N:23]=[C:24]=[S:25])(=[O:22])[C:16]1[CH:21]=[CH:20][CH:19]=[CH:18][CH:17]=1, predict the reaction product. The product is: [Cl:13][C:9]1[CH:8]=[C:7]([C:6]2[C:2]3[S:25][C:24]([NH:23][C:15](=[O:22])[C:16]4[CH:17]=[CH:18][CH:19]=[CH:20][CH:21]=4)=[N:14][C:3]=3[NH:4][N:5]=2)[CH:12]=[CH:11][CH:10]=1. (3) Given the reactants [O:1]=[C:2]1[N:7]([CH2:8][C:9]2[CH:14]=[CH:13][CH:12]=[CH:11][CH:10]=2)[CH2:6][C:5](=[O:15])[N:4]([CH2:16][C:17]2[CH:22]=[CH:21][CH:20]=[CH:19][CH:18]=2)[CH:3]1[C:23]1([OH:34])[CH2:26][N:25](C(OC(C)(C)C)=O)[CH2:24]1.Cl.O1CCOCC1, predict the reaction product. The product is: [OH:34][C:23]1([CH:3]2[N:4]([CH2:16][C:17]3[CH:22]=[CH:21][CH:20]=[CH:19][CH:18]=3)[C:5](=[O:15])[CH2:6][N:7]([CH2:8][C:9]3[CH:14]=[CH:13][CH:12]=[CH:11][CH:10]=3)[C:2]2=[O:1])[CH2:26][NH:25][CH2:24]1. (4) Given the reactants Br[CH2:2][CH2:3][O:4][C:5]1[C:12]([F:13])=[CH:11][C:8]([C:9]#[N:10])=[CH:7][C:6]=1[F:14].[ClH:15].C(OC([N:23]1[CH2:30][CH:29]2[O:31][CH:25]([CH2:26][NH:27][CH2:28]2)[CH2:24]1)=O)(C)(C)C.C([O-])([O-])=O.[K+].[K+], predict the reaction product. The product is: [ClH:15].[F:14][C:6]1[CH:7]=[C:8]([CH:11]=[C:12]([F:13])[C:5]=1[O:4][CH2:3][CH2:2][N:27]1[CH2:26][CH:25]2[O:31][CH:29]([CH2:30][NH:23][CH2:24]2)[CH2:28]1)[C:9]#[N:10]. (5) Given the reactants [N:1]1([C:7]([O:9][C:10]([CH3:13])([CH3:12])[CH3:11])=[O:8])CCC=[CH:3][CH2:2]1.C[N+]1([O-])CC[O:18]CC1.OS([O-])=O.[Na+].[CH3:27][C:28]([CH3:30])=[O:29], predict the reaction product. The product is: [OH:29][CH:28]1[CH:30]([OH:18])[CH2:3][CH2:2][N:1]([C:7]([O:9][C:10]([CH3:13])([CH3:12])[CH3:11])=[O:8])[CH2:27]1. (6) Given the reactants [CH2:1]([O:8][CH2:9][CH2:10][CH:11]([NH:15][C:16](=[O:25])[C:17]1[CH:22]=[CH:21][C:20]([Br:23])=[CH:19][C:18]=1[F:24])[C:12](=O)[CH3:13])[C:2]1[CH:7]=[CH:6][CH:5]=[CH:4][CH:3]=1.P(Cl)(Cl)(Cl)=O, predict the reaction product. The product is: [CH2:1]([O:8][CH2:9][CH2:10][C:11]1[N:15]=[C:16]([C:17]2[CH:22]=[CH:21][C:20]([Br:23])=[CH:19][C:18]=2[F:24])[O:25][C:12]=1[CH3:13])[C:2]1[CH:3]=[CH:4][CH:5]=[CH:6][CH:7]=1.